Dataset: Full USPTO retrosynthesis dataset with 1.9M reactions from patents (1976-2016). Task: Predict the reactants needed to synthesize the given product. (1) Given the product [NH:58]1[C:55]2=[N:56][CH:57]=[C:52]([O:51][C:24]3[CH:25]=[C:26]([N:29]4[CH2:30][CH2:31][N:32]([CH2:35][C:36]5[CH2:41][CH2:40][C:39]([CH3:43])([CH3:42])[CH2:38][C:37]=5[C:44]5[CH:45]=[CH:46][C:47]([Cl:50])=[CH:48][CH:49]=5)[CH2:33][CH2:34]4)[CH:27]=[CH:28][C:23]=3[C:22]([NH:21][S:18]([C:15]3[CH:16]=[CH:17][C:12]([NH:11][CH:8]4[CH2:9][CH2:10][C:5](=[O:4])[CH2:6][CH2:7]4)=[C:13]([N+:62]([O-:64])=[O:63])[CH:14]=3)(=[O:20])=[O:19])=[O:61])[CH:53]=[C:54]2[CH:60]=[CH:59]1, predict the reactants needed to synthesize it. The reactants are: O1[C:5]2([CH2:10][CH2:9][CH:8]([NH:11][C:12]3[CH:17]=[CH:16][C:15]([S:18]([NH:21][C:22](=[O:61])[C:23]4[CH:28]=[CH:27][C:26]([N:29]5[CH2:34][CH2:33][N:32]([CH2:35][C:36]6[CH2:41][CH2:40][C:39]([CH3:43])([CH3:42])[CH2:38][C:37]=6[C:44]6[CH:49]=[CH:48][C:47]([Cl:50])=[CH:46][CH:45]=6)[CH2:31][CH2:30]5)=[CH:25][C:24]=4[O:51][C:52]4[CH:53]=[C:54]5[CH:60]=[CH:59][NH:58][C:55]5=[N:56][CH:57]=4)(=[O:20])=[O:19])=[CH:14][C:13]=3[N+:62]([O-:64])=[O:63])[CH2:7][CH2:6]2)[O:4]CC1.O.C1(C)C=CC(S(O)(=O)=O)=CC=1. (2) The reactants are: [Cl:1][SiH2:2][Cl:3].[CH2:4]=[CH:5][CH2:6][CH2:7][CH2:8][CH2:9][CH2:10][CH2:11][CH2:12][CH2:13][CH2:14][CH3:15]. Given the product [Cl:1][Si:2]([Cl:3])([CH2:15][CH2:14][CH2:13][CH2:12][CH2:11][CH2:10][CH2:9][CH2:8][CH2:7][CH2:6][CH2:5][CH3:4])[CH2:4][CH2:5][CH2:6][CH2:7][CH2:8][CH2:9][CH2:10][CH2:11][CH2:12][CH2:13][CH2:14][CH3:15], predict the reactants needed to synthesize it. (3) Given the product [CH3:1][O:2][C:3]1[CH:4]=[C:5]([CH2:20][C:21]([NH:35][C@@H:36]([CH3:49])[CH2:37][O:38][C:39]2[CH:48]=[CH:47][C:42]([C:43]([O:45][CH3:46])=[O:44])=[CH:41][CH:40]=2)=[O:23])[CH:6]=[CH:7][C:8]=1[NH:9][C:10]([NH:12][C:13]1[CH:18]=[CH:17][CH:16]=[CH:15][C:14]=1[CH3:19])=[O:11], predict the reactants needed to synthesize it. The reactants are: [CH3:1][O:2][C:3]1[CH:4]=[C:5]([CH2:20][C:21]([O:23]C2C(F)=C(F)C(F)=C(F)C=2F)=O)[CH:6]=[CH:7][C:8]=1[NH:9][C:10]([NH:12][C:13]1[CH:18]=[CH:17][CH:16]=[CH:15][C:14]=1[CH3:19])=[O:11].[NH2:35][C@@H:36]([CH3:49])[CH2:37][O:38][C:39]1[CH:48]=[CH:47][C:42]([C:43]([O:45][CH3:46])=[O:44])=[CH:41][CH:40]=1.CCN(CC)CC. (4) Given the product [ClH:1].[CH:2]1[C:15]2[NH:14][C:13]3[C:8](=[CH:9][CH:10]=[CH:11][CH:12]=3)[S:7][C:6]=2[CH:5]=[CH:4][C:3]=1[C:16]1[N:17]=[C:18]([CH2:21][NH:22][CH2:23][CH2:24][CH2:25][CH2:26][CH3:27])[S:19][CH:20]=1, predict the reactants needed to synthesize it. The reactants are: [ClH:1].[CH:2]1[C:15]2[NH:14][C:13]3[C:8](=[CH:9][CH:10]=[CH:11][CH:12]=3)[S:7][C:6]=2[CH:5]=[CH:4][C:3]=1[C:16]1[N:17]=[C:18]([CH2:21][NH2:22])[S:19][CH:20]=1.[CH:23](=O)[CH2:24][CH2:25][CH2:26][CH3:27].C(=O)CC. (5) Given the product [CH3:27][O:28][CH2:29][O:3][C:4]1[CH:9]=[CH:8][C:7]([C:10]2[CH:15]=[C:14]([CH2:16][CH2:17][CH3:18])[CH:13]=[CH:12][C:11]=2[O:19][CH2:33][O:34][CH3:35])=[CH:6][C:5]=1[CH2:20][CH:21]1[CH2:25][O:24][C:23](=[O:26])[O:22]1, predict the reactants needed to synthesize it. The reactants are: [H-].[Na+].[OH:3][C:4]1[CH:9]=[CH:8][C:7]([C:10]2[CH:15]=[C:14]([CH2:16][CH2:17][CH3:18])[CH:13]=[CH:12][C:11]=2[OH:19])=[CH:6][C:5]=1[CH2:20][CH:21]1[CH2:25][O:24][C:23](=[O:26])[O:22]1.[CH3:27][O:28][CH2:29]Br.C1[CH2:35][O:34][CH2:33]C1. (6) Given the product [CH:2]([CH:15]1[C:20](=[O:21])[CH2:19][CH2:18][N:17]([CH2:25][C:24]2[CH:27]=[C:28]([N+:31]([O-:33])=[O:32])[CH:29]=[CH:30][C:23]=2[OH:22])[CH2:16]1)([C:9]1[CH:14]=[CH:13][CH:12]=[CH:11][CH:10]=1)[C:3]1[CH:4]=[CH:5][CH:6]=[CH:7][CH:8]=1, predict the reactants needed to synthesize it. The reactants are: Cl.[CH:2]([CH:15]1[C:20](=[O:21])[CH2:19][CH2:18][NH:17][CH2:16]1)([C:9]1[CH:14]=[CH:13][CH:12]=[CH:11][CH:10]=1)[C:3]1[CH:8]=[CH:7][CH:6]=[CH:5][CH:4]=1.[OH:22][C:23]1[CH:30]=[CH:29][C:28]([N+:31]([O-:33])=[O:32])=[CH:27][C:24]=1[CH2:25]Br.C(=O)([O-])O.[Na+].C(OCC)(=O)C.